Dataset: Catalyst prediction with 721,799 reactions and 888 catalyst types from USPTO. Task: Predict which catalyst facilitates the given reaction. (1) Reactant: [F:1][C:2]([F:18])([F:17])[CH:3]([NH:6][C:7](=[O:16])[O:8][CH2:9][C:10]1[CH:15]=[CH:14][CH:13]=[CH:12][CH:11]=1)[CH2:4][OH:5].C(N(CC)CC)C.[CH3:26][S:27](Cl)(=[O:29])=[O:28]. Product: [CH3:26][S:27]([O:5][CH2:4][CH:3]([NH:6][C:7]([O:8][CH2:9][C:10]1[CH:15]=[CH:14][CH:13]=[CH:12][CH:11]=1)=[O:16])[C:2]([F:17])([F:18])[F:1])(=[O:29])=[O:28]. The catalyst class is: 4. (2) Reactant: [Br:1][C:2]1[CH:3]=[C:4]([CH:8]=[C:9]([S:11][CH3:12])[CH:10]=1)[C:5]([OH:7])=[O:6].[C:13](Cl)(=O)C(Cl)=O.CO.C(N(CC)C(C)C)(C)C. Product: [Br:1][C:2]1[CH:3]=[C:4]([CH:8]=[C:9]([S:11][CH3:12])[CH:10]=1)[C:5]([O:7][CH3:13])=[O:6]. The catalyst class is: 85. (3) Reactant: [CH3:1][O:2][C:3]([C:5]1[S:6][C:7]([C:24]#[C:25][C:26]([CH3:29])([CH3:28])[CH3:27])=[CH:8][C:9]=1[N:10]1[C@H:15]([CH:16]2[CH2:21][CH2:20][CH2:19][CH2:18][CH2:17]2)[CH2:14][CH2:13][C@H:12](O)[C:11]1=[O:23])=[O:4].P(Br)(Br)[Br:31]. Product: [CH3:1][O:2][C:3]([C:5]1[S:6][C:7]([C:24]#[C:25][C:26]([CH3:29])([CH3:28])[CH3:27])=[CH:8][C:9]=1[N:10]1[CH:15]([CH:16]2[CH2:21][CH2:20][CH2:19][CH2:18][CH2:17]2)[CH2:14][CH2:13][C@H:12]([Br:31])[C:11]1=[O:23])=[O:4]. The catalyst class is: 2. (4) Reactant: [C:1]([O:5][C:6]([N:8]1[CH2:12][CH2:11][C:10]([CH3:14])([CH3:13])[C:9]1=O)=[O:7])([CH3:4])([CH3:3])[CH3:2].C([BH-](CC)CC)C.[Li+].OO. Product: [CH3:13][C:10]1([CH3:14])[CH2:11][CH2:12][N:8]([C:6]([O:5][C:1]([CH3:4])([CH3:3])[CH3:2])=[O:7])[CH2:9]1. The catalyst class is: 7. (5) Reactant: [CH3:1][O:2][C:3]1[CH:16]=[CH:15][C:6]([CH2:7][NH:8]/[CH:9]=[CH:10]/[C:11]([O:13][CH3:14])=[O:12])=[CH:5][CH:4]=1.[C:17](Cl)(=[O:20])[CH:18]=[CH2:19]. Product: [CH3:1][O:2][C:3]1[CH:4]=[CH:5][C:6]([CH2:7][N:8]2[C:17](=[O:20])[CH2:18][CH2:19][C:10]([C:11]([O:13][CH3:14])=[O:12])=[CH:9]2)=[CH:15][CH:16]=1. The catalyst class is: 7. (6) Reactant: [O:1]=[C:2]1[CH2:6][CH2:5][N:4]([C:7]([O:9][C:10]([CH3:13])([CH3:12])[CH3:11])=[O:8])[CH2:3]1.[BH4-].[Na+].Cl. Product: [OH:1][CH:2]1[CH2:6][CH2:5][N:4]([C:7]([O:9][C:10]([CH3:13])([CH3:12])[CH3:11])=[O:8])[CH2:3]1. The catalyst class is: 24. (7) Reactant: [NH2:1][CH2:2][CH2:3][NH:4]C(=O)OC(C)(C)C.C(N(CC)CC)C.[F:19][C:20]([F:26])([F:25])[S:21]([Cl:24])(=[O:23])=[O:22].C(OCC)(=O)C. Product: [ClH:24].[NH2:1][CH2:2][CH2:3][NH:4][S:21]([C:20]([F:26])([F:25])[F:19])(=[O:23])=[O:22]. The catalyst class is: 1. (8) Reactant: [Cl:1][C:2]1[N:7]=[N:6][C:5]([O:8][C:9]2[C:14]([CH3:15])=[CH:13][CH:12]=[CH:11][C:10]=2[CH:16]2[CH2:18][CH2:17]2)=[C:4]([OH:19])[CH:3]=1.C1(C)C=CC=CC=1.C(N(CC)CC)C.[N:34]1([C:40](Cl)=[O:41])[CH2:39][CH2:38][O:37][CH2:36][CH2:35]1. Product: [N:34]1([C:40]([O:19][C:4]2[CH:3]=[C:2]([Cl:1])[N:7]=[N:6][C:5]=2[O:8][C:9]2[C:14]([CH3:15])=[CH:13][CH:12]=[CH:11][C:10]=2[CH:16]2[CH2:18][CH2:17]2)=[O:41])[CH2:39][CH2:38][O:37][CH2:36][CH2:35]1. The catalyst class is: 6. (9) Reactant: CON(C)[C:4]([C:6]1[N:7]=[N:8][CH:9]=[CH:10][CH:11]=1)=[O:5].[CH3:13]C([O-])=O.[K+]. Product: [N:8]1[CH:9]=[CH:10][CH:11]=[C:6]([CH:4]([OH:5])[CH3:13])[N:7]=1. The catalyst class is: 75. (10) Reactant: [Cl:1][C:2]1[CH:10]=[CH:9][C:8]([CH3:11])=[CH:7][C:3]=1[C:4]([OH:6])=[O:5].[Br:12]N1C(=O)CCC1=O. Product: [Br:12][CH2:11][C:8]1[CH:9]=[CH:10][C:2]([Cl:1])=[C:3]([CH:7]=1)[C:4]([OH:6])=[O:5]. The catalyst class is: 159.